This data is from Forward reaction prediction with 1.9M reactions from USPTO patents (1976-2016). The task is: Predict the product of the given reaction. (1) Given the reactants Cl[C:2]1[C:11]2[C:6](=[CH:7][C:8]([N:12]3[CH2:17][CH2:16][O:15][CH2:14][CH2:13]3)=[CH:9][CH:10]=2)[N:5]=[CH:4][N:3]=1.[F:18][C:19]1[C:28](B2OC(C)(C)C(C)(C)O2)=[CH:27][C:22]([C:23]([O:25][CH3:26])=[O:24])=[C:21]([CH3:38])[CH:20]=1, predict the reaction product. The product is: [F:18][C:19]1[C:28]([C:2]2[C:11]3[C:6](=[CH:7][C:8]([N:12]4[CH2:17][CH2:16][O:15][CH2:14][CH2:13]4)=[CH:9][CH:10]=3)[N:5]=[CH:4][N:3]=2)=[CH:27][C:22]([C:23]([O:25][CH3:26])=[O:24])=[C:21]([CH3:38])[CH:20]=1. (2) Given the reactants [Cl:1][C:2]1[C:6]([Cl:7])=[C:5]([CH3:8])[NH:4][C:3]=1[C:9]([NH:11][CH:12]1[CH2:17][CH2:16][N:15]([C:18]2[CH:23]=[C:22]([C:24]#[N:25])[N:21]=[C:20]([Cl:26])[N:19]=2)[CH2:14][CH2:13]1)=[O:10].Cl.[NH2:28][OH:29], predict the reaction product. The product is: [NH2:25]/[C:24](=[N:28]\[OH:29])/[C:22]1[N:21]=[C:20]([Cl:26])[N:19]=[C:18]([N:15]2[CH2:16][CH2:17][CH:12]([NH:11][C:9]([C:3]3[NH:4][C:5]([CH3:8])=[C:6]([Cl:7])[C:2]=3[Cl:1])=[O:10])[CH2:13][CH2:14]2)[CH:23]=1. (3) Given the reactants [CH3:1][O:2][C:3](=[O:25])[CH2:4][C:5]1[C:14]([CH3:15])=[C:13](OS(C(F)(F)F)(=O)=O)[C:12]2[C:7](=[CH:8][CH:9]=[C:10]([F:24])[CH:11]=2)[CH:6]=1.C1(P(C2C=CC=CC=2)C2C=CC=CC=2)C=CC=CC=1.[CH2:45]([N:47]([CH2:60][CH3:61])[S:48]([C:51]1[CH:56]=[CH:55][C:54](B(O)O)=[CH:53][CH:52]=1)(=[O:50])=[O:49])[CH3:46].C(=O)([O-])[O-].[Na+].[Na+], predict the reaction product. The product is: [CH3:1][O:2][C:3](=[O:25])[CH2:4][C:5]1[C:14]([CH3:15])=[C:13]([C:54]2[CH:53]=[CH:52][C:51]([S:48](=[O:49])(=[O:50])[N:47]([CH2:45][CH3:46])[CH2:60][CH3:61])=[CH:56][CH:55]=2)[C:12]2[C:7](=[CH:8][CH:9]=[C:10]([F:24])[CH:11]=2)[CH:6]=1.